Task: Predict the product of the given reaction.. Dataset: Forward reaction prediction with 1.9M reactions from USPTO patents (1976-2016) (1) Given the reactants [NH4+]=[S:2].[Si:3]([O:10][C:11]1[CH:16]=[CH:15][C:14]([CH:17]([NH:20][C:21]2[CH:26]=[CH:25][C:24]([C:27]3[N:31]=[C:30]([CH3:32])[O:29][N:28]=3)=[CH:23][CH:22]=2)[C:18]#[N:19])=[CH:13][C:12]=1[O:33][CH3:34])([C:6]([CH3:9])([CH3:8])[CH3:7])([CH3:5])[CH3:4].C1COCC1.O, predict the reaction product. The product is: [Si:3]([O:10][C:11]1[CH:16]=[CH:15][C:14]([CH:17]([NH:20][C:21]2[CH:22]=[CH:23][C:24]([C:27]3[N:31]=[C:30]([CH3:32])[O:29][N:28]=3)=[CH:25][CH:26]=2)[C:18]([NH2:19])=[S:2])=[CH:13][C:12]=1[O:33][CH3:34])([C:6]([CH3:9])([CH3:8])[CH3:7])([CH3:4])[CH3:5]. (2) Given the reactants [CH3:1][C:2]1[C:6](B(O)O)=[C:5]([CH3:10])[O:4][N:3]=1.[CH3:11][N:12]([C:22]1[CH:27]=[CH:26][C:25]([NH:28][C:29]([NH:31][C:32]2[CH:37]=[CH:36][CH:35]=[CH:34][CH:33]=2)=[O:30])=[CH:24][CH:23]=1)[S:13]([C:16]1[S:17][C:18](Br)=[CH:19][CH:20]=1)(=[O:15])=[O:14].C([O-])([O-])=O.[Na+].[Na+], predict the reaction product. The product is: [CH3:11][N:12]([C:22]1[CH:23]=[CH:24][C:25]([NH:28][C:29]([NH:31][C:32]2[CH:37]=[CH:36][CH:35]=[CH:34][CH:33]=2)=[O:30])=[CH:26][CH:27]=1)[S:13]([C:16]1[S:17][C:18]([C:6]2[C:2]([CH3:1])=[N:3][O:4][C:5]=2[CH3:10])=[CH:19][CH:20]=1)(=[O:15])=[O:14]. (3) Given the reactants C([O:5][C:6](=[O:44])[C:7]([CH3:43])([O:9][C:10]1[CH:42]=[CH:41][C:13]([C:14]([O:16][CH2:17][C:18]2[N:19]=[N:20][N:21]([CH2:23][C:24]3[CH:29]=[CH:28][C:27]([C:30]([O:39][CH3:40])([C:35]([F:38])([F:37])[F:36])[C:31]([F:34])([F:33])[F:32])=[CH:26][CH:25]=3)[CH:22]=2)=[O:15])=[CH:12][CH:11]=1)[CH3:8])(C)(C)C.Cl, predict the reaction product. The product is: [F:37][C:35]([F:36])([F:38])[C:30]([C:27]1[CH:26]=[CH:25][C:24]([CH2:23][N:21]2[CH:22]=[C:18]([CH2:17][O:16][C:14]([C:13]3[CH:12]=[CH:11][C:10]([O:9][C:7]([CH3:8])([CH3:43])[C:6]([OH:44])=[O:5])=[CH:42][CH:41]=3)=[O:15])[N:19]=[N:20]2)=[CH:29][CH:28]=1)([O:39][CH3:40])[C:31]([F:34])([F:33])[F:32].